Dataset: Forward reaction prediction with 1.9M reactions from USPTO patents (1976-2016). Task: Predict the product of the given reaction. Given the reactants C(OC([N:8]1[CH2:13][CH2:12][N:11]([C:14]2[C:19]([O:20][CH3:21])=[CH:18][N:17]=[CH:16][N:15]=2)[CH:10]([CH3:22])[CH2:9]1)=O)(C)(C)C.FC(F)(F)C(O)=O, predict the reaction product. The product is: [CH3:21][O:20][C:19]1[C:14]([N:11]2[CH2:12][CH2:13][NH:8][CH2:9][CH:10]2[CH3:22])=[N:15][CH:16]=[N:17][CH:18]=1.